Task: Predict the reaction yield, written as a fraction of the theoretical maximum amount of product (1.0 means a 100% yield; for example, 0.34 means a 34% yield).. Dataset: Reaction yield outcomes from USPTO patents with 853,638 reactions The reactants are [C:1]([O:5][C:6]([N:8]1[CH2:12][CH2:11][CH2:10][CH:9]1[C:13]1[NH:14][C:15]([C:18]2[CH:23]=[CH:22][C:21](B3OC(C)(C)C(C)(C)O3)=[CH:20][CH:19]=2)=[CH:16][N:17]=1)=[O:7])([CH3:4])([CH3:3])[CH3:2].[F:33][C:34]([F:58])([F:57])[S:35]([O:38][C:39]1[CH:48]=[CH:47][CH:46]=[C:45]2[C:40]=1[CH:41]=[CH:42][CH:43]=[C:44]2OS(C(F)(F)F)(=O)=O)(=[O:37])=[O:36].C(=O)([O-])[O-].[K+].[K+]. The catalyst is C1(C)C=CC=CC=1.C1C=CC([P]([Pd]([P](C2C=CC=CC=2)(C2C=CC=CC=2)C2C=CC=CC=2)([P](C2C=CC=CC=2)(C2C=CC=CC=2)C2C=CC=CC=2)[P](C2C=CC=CC=2)(C2C=CC=CC=2)C2C=CC=CC=2)(C2C=CC=CC=2)C2C=CC=CC=2)=CC=1. The product is [C:1]([O:5][C:6]([N:8]1[CH2:12][CH2:11][CH2:10][CH:9]1[C:13]1[NH:14][C:15]([C:18]2[CH:19]=[CH:20][C:21]([C:44]3[C:45]4[C:40](=[C:39]([O:38][S:35]([C:34]([F:58])([F:33])[F:57])(=[O:36])=[O:37])[CH:48]=[CH:47][CH:46]=4)[CH:41]=[CH:42][CH:43]=3)=[CH:22][CH:23]=2)=[CH:16][N:17]=1)=[O:7])([CH3:4])([CH3:2])[CH3:3]. The yield is 0.800.